Dataset: Reaction yield outcomes from USPTO patents with 853,638 reactions. Task: Predict the reaction yield, written as a fraction of the theoretical maximum amount of product (1.0 means a 100% yield; for example, 0.34 means a 34% yield). (1) The catalyst is O1CCCC1. The product is [CH3:13][C:5]([C:7]1[O:8][C:9]([CH3:12])=[CH:10][CH:11]=1)([CH3:6])[CH2:4][CH2:3][OH:2]. The yield is 0.770. The reactants are C[O:2][C:3](=O)[CH2:4][C:5]([CH3:13])([C:7]1[O:8][C:9]([CH3:12])=[CH:10][CH:11]=1)[CH3:6].[H-].[H-].[H-].[H-].[Li+].[Al+3]. (2) The reactants are Cl.[N+:2]([C:5]1[CH:12]=[CH:11][CH:10]=[CH:9][C:6]=1[CH2:7][NH2:8])([O-:4])=[O:3].[OH:13][CH:14]([C:19]1[CH:24]=[CH:23][CH:22]=[CH:21][CH:20]=1)[CH2:15][C:16](O)=[O:17].C(N(CC)CC)C.[Cl-].COC1N=C(OC)N=C([N+]2(C)CCOCC2)N=1.O.Cl. The catalyst is O1CCCC1. The product is [OH:13][CH:14]([C:19]1[CH:24]=[CH:23][CH:22]=[CH:21][CH:20]=1)[CH2:15][C:16]([NH:8][CH2:7][C:6]1[CH:9]=[CH:10][CH:11]=[CH:12][C:5]=1[N+:2]([O-:4])=[O:3])=[O:17]. The yield is 0.920.